Dataset: Forward reaction prediction with 1.9M reactions from USPTO patents (1976-2016). Task: Predict the product of the given reaction. Given the reactants [CH2:1]([O:3][C:4]([C:6]1[N:7]=[CH:8][O:9][C:10]=1[C:11]1[CH:16]=[CH:15][C:14](I)=[CH:13][CH:12]=1)=[O:5])[CH3:2].[C:18]([O:22][C:23]([N:25]1[CH2:30][CH2:29][NH:28][CH2:27][C:26]1([CH3:32])[CH3:31])=[O:24])([CH3:21])([CH3:20])[CH3:19].C1(C2C=CC=CC=2)C=CC=CC=1P(C1CCCCC1)C1CCCCC1.C([O-])([O-])=O.[Cs+].[Cs+], predict the reaction product. The product is: [C:18]([O:22][C:23]([N:25]1[CH2:30][CH2:29][N:28]([C:14]2[CH:15]=[CH:16][C:11]([C:10]3[O:9][CH:8]=[N:7][C:6]=3[C:4]([O:3][CH2:1][CH3:2])=[O:5])=[CH:12][CH:13]=2)[CH2:27][C:26]1([CH3:32])[CH3:31])=[O:24])([CH3:21])([CH3:19])[CH3:20].